From a dataset of Full USPTO retrosynthesis dataset with 1.9M reactions from patents (1976-2016). Predict the reactants needed to synthesize the given product. (1) Given the product [O:6]1[C:10]2[CH:11]=[CH:12][C:13]([S:2]([Cl:1])(=[O:5])=[O:3])=[CH:14][C:9]=2[CH:8]=[N:7]1, predict the reactants needed to synthesize it. The reactants are: [Cl:1][S:2]([OH:5])(=O)=[O:3].[O:6]1[C:10]2[CH:11]=[CH:12][CH:13]=[CH:14][C:9]=2[CH:8]=[N:7]1. (2) Given the product [CH3:27][C:18]1([CH3:26])[C:19](=[O:20])[N:1]([C:2]2[CH:7]=[C:6]([C:8]3[CH:13]=[CH:12][CH:11]=[CH:10][CH:9]=3)[C:5]([C:14]#[N:15])=[CH:4][CH:3]=2)[C:28](=[O:29])[NH:17]1, predict the reactants needed to synthesize it. The reactants are: [NH2:1][C:2]1[CH:7]=[C:6]([C:8]2[CH:13]=[CH:12][CH:11]=[CH:10][CH:9]=2)[C:5]([C:14]#[N:15])=[CH:4][CH:3]=1.Cl.[NH2:17][C:18]([CH3:27])([CH3:26])[C:19](OC(C)(C)C)=[O:20].[C:28](Cl)(Cl)=[O:29].